Task: Regression. Given two drug SMILES strings and cell line genomic features, predict the synergy score measuring deviation from expected non-interaction effect.. Dataset: NCI-60 drug combinations with 297,098 pairs across 59 cell lines Drug 1: CC1=C(C=C(C=C1)NC2=NC=CC(=N2)N(C)C3=CC4=NN(C(=C4C=C3)C)C)S(=O)(=O)N.Cl. Drug 2: CC(C)NC(=O)C1=CC=C(C=C1)CNNC.Cl. Cell line: SK-MEL-5. Synergy scores: CSS=0.173, Synergy_ZIP=1.59, Synergy_Bliss=2.82, Synergy_Loewe=-2.14, Synergy_HSA=-1.63.